Dataset: Merck oncology drug combination screen with 23,052 pairs across 39 cell lines. Task: Regression. Given two drug SMILES strings and cell line genomic features, predict the synergy score measuring deviation from expected non-interaction effect. Drug 1: COC12C(COC(N)=O)C3=C(C(=O)C(C)=C(N)C3=O)N1CC1NC12. Drug 2: NC(=O)c1cccc2cn(-c3ccc(C4CCCNC4)cc3)nc12. Cell line: MDAMB436. Synergy scores: synergy=5.42.